This data is from Catalyst prediction with 721,799 reactions and 888 catalyst types from USPTO. The task is: Predict which catalyst facilitates the given reaction. (1) Reactant: CS(Cl)(=O)=O.C(N(CC)CC)C.O[C:14]([C:17]1[CH:21]=[C:20]([C:22]2[CH:38]=[CH:37][C:25]([O:26][CH2:27][CH2:28][NH:29][C:30](=[O:36])[O:31][C:32]([CH3:35])([CH3:34])[CH3:33])=[CH:24][CH:23]=2)[N:19]([C:39]2[CH:44]=[CH:43][C:42]([O:45][CH3:46])=[CH:41][CH:40]=2)[N:18]=1)([CH3:16])[CH3:15].CN(C)C=O. Product: [C:14]([C:17]1[CH:21]=[C:20]([C:22]2[CH:23]=[CH:24][C:25]([O:26][CH2:27][CH2:28][NH:29][C:30](=[O:36])[O:31][C:32]([CH3:35])([CH3:34])[CH3:33])=[CH:37][CH:38]=2)[N:19]([C:39]2[CH:44]=[CH:43][C:42]([O:45][CH3:46])=[CH:41][CH:40]=2)[N:18]=1)([CH3:16])=[CH2:15]. The catalyst class is: 4. (2) Reactant: [C:1]([C:9]1[CH:10]=[C:11]([C@H:15]([NH:17][S:18]([C:21]2[O:25][C:24]([C:26]([O:28]C)=[O:27])=[CH:23][CH:22]=2)(=[O:20])=[O:19])[CH3:16])[CH:12]=[CH:13][CH:14]=1)(=[O:8])[C:2]1[CH:7]=[CH:6][CH:5]=[CH:4][CH:3]=1.Cl. Product: [C:1]([C:9]1[CH:10]=[C:11]([C@H:15]([NH:17][S:18]([C:21]2[O:25][C:24]([C:26]([OH:28])=[O:27])=[CH:23][CH:22]=2)(=[O:20])=[O:19])[CH3:16])[CH:12]=[CH:13][CH:14]=1)(=[O:8])[C:2]1[CH:3]=[CH:4][CH:5]=[CH:6][CH:7]=1. The catalyst class is: 52. (3) Reactant: [C:1]([C:3]1[CH:8]=[CH:7][C:6](B(O)O)=[CH:5][CH:4]=1)#[N:2].Br[C:13]1[CH:18]=[CH:17][C:16]([OH:19])=[C:15]([F:20])[CH:14]=1.O.[O-]P([O-])([O-])=O.[K+].[K+].[K+]. Product: [F:20][C:15]1[CH:14]=[C:13]([C:6]2[CH:7]=[CH:8][C:3]([C:1]#[N:2])=[CH:4][CH:5]=2)[CH:18]=[CH:17][C:16]=1[OH:19]. The catalyst class is: 378. (4) The catalyst class is: 362. Product: [C:46]1([S:52]([OH:55])(=[O:54])=[O:53])[CH:51]=[CH:50][CH:49]=[CH:48][CH:47]=1.[CH3:18][C:4]1[CH:5]=[C:6]([O:8][CH2:9][CH2:10][CH2:11][N:12]2[CH2:16][CH2:15][CH2:14][C:13]2=[O:17])[CH:7]=[C:2]([CH3:1])[C:3]=1[C:19]1[CH:24]=[CH:23][CH:22]=[C:21]([CH2:25][NH:26][C:27]2[CH:32]=[CH:31][C:30]([CH2:33][CH2:34][C:35]([OH:37])=[O:36])=[C:29]([F:40])[CH:28]=2)[CH:20]=1. Reactant: [CH3:1][C:2]1[CH:7]=[C:6]([O:8][CH2:9][CH2:10][CH2:11][N:12]2[CH2:16][CH2:15][CH2:14][C:13]2=[O:17])[CH:5]=[C:4]([CH3:18])[C:3]=1[C:19]1[CH:24]=[CH:23][CH:22]=[C:21]([CH2:25][NH:26][C:27]2[CH:32]=[CH:31][C:30]([CH2:33][CH2:34][C:35]([O:37]CC)=[O:36])=[C:29]([F:40])[CH:28]=2)[CH:20]=1.CO.[OH-].[Na+].Cl.[C:46]1([S:52]([OH:55])(=[O:54])=[O:53])[CH:51]=[CH:50][CH:49]=[CH:48][CH:47]=1.